This data is from Forward reaction prediction with 1.9M reactions from USPTO patents (1976-2016). The task is: Predict the product of the given reaction. (1) Given the reactants Br[C:2]1[N:9]=[CH:8][CH:7]=[C:6]([Cl:10])[C:3]=1[CH:4]=[O:5].[CH3:11][C:12]1([CH3:25])[CH2:23][C:22]2[CH:21]=[C:20]3[N:15]([CH2:16][CH2:17][NH:18][C:19]3=[O:24])[C:14]=2[CH2:13]1.CC1(C)C2C(=C(P(C3C=CC=CC=3)C3C=CC=CC=3)C=CC=2)OC2C(P(C3C=CC=CC=3)C3C=CC=CC=3)=CC=CC1=2.C([O-])([O-])=O.[Cs+].[Cs+], predict the reaction product. The product is: [Cl:10][C:6]1[CH:7]=[CH:8][N:9]=[C:2]([N:18]2[CH2:17][CH2:16][N:15]3[C:20](=[CH:21][C:22]4[CH2:23][C:12]([CH3:11])([CH3:25])[CH2:13][C:14]=43)[C:19]2=[O:24])[C:3]=1[CH:4]=[O:5]. (2) Given the reactants C(N1C=CN=C1)([N:3]1C=CN=C1)=O.[CH2:13]([O:20][C:21]([NH:23][CH2:24][C:25]([CH3:30])([CH3:29])[C:26](O)=[O:27])=[O:22])[C:14]1[CH:19]=[CH:18][CH:17]=[CH:16][CH:15]=1.[NH4+].[OH-], predict the reaction product. The product is: [CH2:13]([O:20][C:21]([NH:23][CH2:24][C:25]([CH3:30])([CH3:29])[C:26]([NH2:3])=[O:27])=[O:22])[C:14]1[CH:19]=[CH:18][CH:17]=[CH:16][CH:15]=1. (3) Given the reactants [H-].[Na+].[O:3]1[C:7]2([CH2:12][CH2:11][C:10](=O)[CH2:9][CH2:8]2)[O:6][CH2:5][CH2:4]1, predict the reaction product. The product is: [O:3]1[C:7]2([CH2:12][CH2:11][C:10](=[CH:8][C:7]([O:3][CH2:4][CH3:5])=[O:6])[CH2:9][CH2:8]2)[O:6][CH2:5][CH2:4]1. (4) Given the reactants C1(C)C=CC=CC=1.[CH3:8][N:9]1[CH2:14][CH2:13][NH:12][CH2:11][CH2:10]1.[S:15]1[C:24]2[C:19](=[CH:20][CH:21]=[CH:22][CH:23]=2)[C:18](=O)[CH2:17][CH2:16]1, predict the reaction product. The product is: [CH3:8][N:9]1[CH2:14][CH2:13][N:12]([C:18]2[C:19]3[C:24](=[CH:23][CH:22]=[CH:21][CH:20]=3)[S:15][CH2:16][CH:17]=2)[CH2:11][CH2:10]1. (5) Given the reactants [CH2:1]([N:8]1[C:13](=[O:14])[C:12](Br)=[C:11]([O:16][CH3:17])[CH:10]=[N:9]1)[C:2]1[CH:7]=[CH:6][CH:5]=[CH:4][CH:3]=1.[F:18][C:19]1[CH:24]=[CH:23][C:22](B(O)O)=[CH:21][CH:20]=1.[F-].[Cs+].N, predict the reaction product. The product is: [CH2:1]([N:8]1[C:13](=[O:14])[C:12]([C:22]2[CH:23]=[CH:24][C:19]([F:18])=[CH:20][CH:21]=2)=[C:11]([O:16][CH3:17])[CH:10]=[N:9]1)[C:2]1[CH:7]=[CH:6][CH:5]=[CH:4][CH:3]=1. (6) Given the reactants [CH:1]1([C:5]2[CH:10]=[CH:9][C:8](B(O)O)=[C:7]([F:14])[C:6]=2[O:15][CH3:16])[CH2:4][CH2:3][CH2:2]1.[NH2:17][C:18]1[CH:23]=[CH:22][C:21](Br)=[CH:20][N:19]=1.C(Cl)[Cl:26].[OH-].[K+], predict the reaction product. The product is: [ClH:26].[CH:1]1([C:5]2[CH:10]=[CH:9][C:8]([C:21]3[CH:22]=[CH:23][C:18]([NH2:17])=[N:19][CH:20]=3)=[C:7]([F:14])[C:6]=2[O:15][CH3:16])[CH2:4][CH2:3][CH2:2]1. (7) The product is: [CH3:1][S:2]([O:28][CH2:27][CH2:26][O:25][C:24]1[CH:23]=[CH:22][C:21]([C:20]#[C:19][C:16]2[C:15]([F:31])=[CH:14][C:13]([C:10]3[CH:9]=[CH:8][C:7]([Cl:6])=[CH:12][CH:11]=3)=[CH:18][N:17]=2)=[CH:30][CH:29]=1)(=[O:4])=[O:3]. Given the reactants [CH3:1][S:2](Cl)(=[O:4])=[O:3].[Cl:6][C:7]1[CH:12]=[CH:11][C:10]([C:13]2[CH:14]=[C:15]([F:31])[C:16]([C:19]#[C:20][C:21]3[CH:30]=[CH:29][C:24]([O:25][CH2:26][CH2:27][OH:28])=[CH:23][CH:22]=3)=[N:17][CH:18]=2)=[CH:9][CH:8]=1.C(N(CC)CC)C, predict the reaction product.